This data is from Human liver microsome stability data. The task is: Regression/Classification. Given a drug SMILES string, predict its absorption, distribution, metabolism, or excretion properties. Task type varies by dataset: regression for continuous measurements (e.g., permeability, clearance, half-life) or binary classification for categorical outcomes (e.g., BBB penetration, CYP inhibition). Dataset: hlm. (1) The compound is COc1cccc(NCC(F)Cn2c3ccc(Br)cc3c3cc(Br)ccc32)n1. The result is 0 (unstable in human liver microsomes). (2) The compound is NC1CN(c2cc(-c3ccccc3)ncn2)CC1c1cc(F)c(F)cc1F. The result is 0 (unstable in human liver microsomes).